From a dataset of Full USPTO retrosynthesis dataset with 1.9M reactions from patents (1976-2016). Predict the reactants needed to synthesize the given product. (1) Given the product [C:1]([O:5][C:6]([N:8]1[CH2:13][CH2:12][CH:11]([C:14]2[C:18]([CH2:19][OH:20])=[CH:17][S:16][CH:15]=2)[CH2:10][CH2:9]1)=[O:7])([CH3:4])([CH3:2])[CH3:3], predict the reactants needed to synthesize it. The reactants are: [C:1]([O:5][C:6]([N:8]1[CH2:13][CH2:12][CH:11]([C:14]2[C:18]([C:19](OC)=[O:20])=[CH:17][S:16][CH:15]=2)[CH2:10][CH2:9]1)=[O:7])([CH3:4])([CH3:3])[CH3:2].[H-].[H-].[H-].[H-].[Li+].[Al+3]. (2) Given the product [CH3:14][CH:13]([C:11]1[N:12]=[C:8]([CH2:6][OH:5])[S:9][CH:10]=1)[CH3:15], predict the reactants needed to synthesize it. The reactants are: [BH4-].[Na+].C([O:5][C:6]([C:8]1[S:9][CH:10]=[C:11]([CH:13]([CH3:15])[CH3:14])[N:12]=1)=O)C. (3) Given the product [Cl:9][CH2:10][CH2:11][CH2:12][C:13]([CH3:20])([CH3:19])[C:14]([OH:16])=[O:15], predict the reactants needed to synthesize it. The reactants are: I[Si](C)(C)C.C(#N)C.[Cl:9][CH2:10][CH2:11][CH2:12][C:13]([CH3:20])([CH3:19])[C:14]([O:16]CC)=[O:15].